This data is from Catalyst prediction with 721,799 reactions and 888 catalyst types from USPTO. The task is: Predict which catalyst facilitates the given reaction. (1) Reactant: CC1(C)C(C)(C)OB([C:9]2[CH:10]=[C:11]3[C:16](=[CH:17][CH:18]=2)[CH:15]=[C:14]([C:19]2[CH:24]=[CH:23][C:22]([C:25]4[NH:29][C:28]([C@@H:30]5[CH2:35][C@@H:34]6[C@@H:32]([CH2:33]6)[N:31]5[C:36]([O:38][C:39]([CH3:42])([CH3:41])[CH3:40])=[O:37])=[N:27][CH:26]=4)=[CH:21][CH:20]=2)[CH:13]=[CH:12]3)O1.I[C:45]1[NH:49][C:48]([C@@H:50]2[CH2:55][C@@H:54]3[C@@H:52]([CH2:53]3)[N:51]2[C:56]([O:58][C:59]([CH3:62])([CH3:61])[CH3:60])=[O:57])=[N:47][CH:46]=1.C([O-])([O-])=O.[Na+].[Na+]. Product: [C:59]([O:58][C:56]([N:51]1[C@H:50]([C:48]2[NH:47][CH:46]=[C:45]([C:9]3[CH:10]=[C:11]4[C:16](=[CH:17][CH:18]=3)[CH:15]=[C:14]([C:19]3[CH:24]=[CH:23][C:22]([C:25]5[NH:29][C:28]([C@@H:30]6[CH2:35][C@@H:34]7[C@@H:32]([CH2:33]7)[N:31]6[C:36]([O:38][C:39]([CH3:42])([CH3:41])[CH3:40])=[O:37])=[N:27][CH:26]=5)=[CH:21][CH:20]=3)[CH:13]=[CH:12]4)[N:49]=2)[CH2:55][C@@H:54]2[C@H:52]1[CH2:53]2)=[O:57])([CH3:62])([CH3:61])[CH3:60]. The catalyst class is: 108. (2) Reactant: [C:1]([C:4]1[CH:16]=[CH:15][C:14]2[C:13]3[C:8](=[CH:9][CH:10]=[CH:11][CH:12]=3)[CH2:7][C:6]=2[CH:5]=1)([OH:3])=[O:2].C[C:18](C)([O-:20])C.[K+].C(OCC)=O. Product: [C:1]([C:4]1[CH:16]=[CH:15][C:14]2[C:13]3[C:8](=[CH:9][CH:10]=[CH:11][CH:12]=3)[CH:7]([CH:18]=[O:20])[C:6]=2[CH:5]=1)([OH:3])=[O:2]. The catalyst class is: 9.